Dataset: NCI-60 drug combinations with 297,098 pairs across 59 cell lines. Task: Regression. Given two drug SMILES strings and cell line genomic features, predict the synergy score measuring deviation from expected non-interaction effect. (1) Drug 1: COC1=CC(=CC(=C1O)OC)C2C3C(COC3=O)C(C4=CC5=C(C=C24)OCO5)OC6C(C(C7C(O6)COC(O7)C8=CC=CS8)O)O. Drug 2: CC1=C(C=C(C=C1)C(=O)NC2=CC(=CC(=C2)C(F)(F)F)N3C=C(N=C3)C)NC4=NC=CC(=N4)C5=CN=CC=C5. Cell line: U251. Synergy scores: CSS=45.5, Synergy_ZIP=7.09, Synergy_Bliss=7.05, Synergy_Loewe=-12.3, Synergy_HSA=5.81. (2) Drug 1: CC1=C2C(C(=O)C3(C(CC4C(C3C(C(C2(C)C)(CC1OC(=O)C(C(C5=CC=CC=C5)NC(=O)OC(C)(C)C)O)O)OC(=O)C6=CC=CC=C6)(CO4)OC(=O)C)O)C)O. Drug 2: CC1=C(C(=O)C2=C(C1=O)N3CC4C(C3(C2COC(=O)N)OC)N4)N. Cell line: UO-31. Synergy scores: CSS=17.1, Synergy_ZIP=-5.28, Synergy_Bliss=-1.48, Synergy_Loewe=-3.00, Synergy_HSA=-2.20. (3) Drug 1: CC(CN1CC(=O)NC(=O)C1)N2CC(=O)NC(=O)C2. Drug 2: CCN(CC)CCNC(=O)C1=C(NC(=C1C)C=C2C3=C(C=CC(=C3)F)NC2=O)C. Cell line: RXF 393. Synergy scores: CSS=4.96, Synergy_ZIP=-3.60, Synergy_Bliss=-2.58, Synergy_Loewe=-3.17, Synergy_HSA=-3.55. (4) Drug 1: CC1=C2C(C(=O)C3(C(CC4C(C3C(C(C2(C)C)(CC1OC(=O)C(C(C5=CC=CC=C5)NC(=O)OC(C)(C)C)O)O)OC(=O)C6=CC=CC=C6)(CO4)OC(=O)C)O)C)O. Drug 2: CCN(CC)CCNC(=O)C1=C(NC(=C1C)C=C2C3=C(C=CC(=C3)F)NC2=O)C. Cell line: T-47D. Synergy scores: CSS=12.8, Synergy_ZIP=5.52, Synergy_Bliss=10.8, Synergy_Loewe=5.52, Synergy_HSA=7.14.